This data is from Reaction yield outcomes from USPTO patents with 853,638 reactions. The task is: Predict the reaction yield, written as a fraction of the theoretical maximum amount of product (1.0 means a 100% yield; for example, 0.34 means a 34% yield). (1) The catalyst is CN(C)C=O.ClCCl. The product is [NH2:1][C:2]1[CH:7]=[CH:6][CH:5]=[CH:4][C:3]=1[NH:8][C:9]([C:11]1[S:12][C:13]([CH:16]2[CH2:21][CH2:20][N:19]([CH2:29][C:30]3[CH:35]=[CH:34][CH:33]=[CH:32][CH:31]=3)[CH2:18][CH2:17]2)=[CH:14][CH:15]=1)=[O:10]. The reactants are [NH2:1][C:2]1[CH:7]=[CH:6][CH:5]=[CH:4][C:3]=1[NH:8][C:9]([C:11]1[S:12][C:13]([CH:16]2[CH2:21][CH2:20][NH:19][CH2:18][CH2:17]2)=[CH:14][CH:15]=1)=[O:10].C(N(CC)CC)C.[CH2:29](Br)[C:30]1[CH:35]=[CH:34][CH:33]=[CH:32][CH:31]=1.[I-].[K+]. The yield is 0.500. (2) The reactants are Cl.CO[C:4]1[CH:9]=[CH:8][C:7]([CH:10]2[CH2:15][CH2:14][NH:13][CH2:12][CH2:11]2)=[C:6](C(O)=O)[CH:5]=1.F[C:20]1[CH:27]=[CH:26][C:23]([CH:24]=[O:25])=[CH:22][CH:21]=1.[C:28]([O-:31])([O-])=[O:29].[K+].[K+].[CH3:34]N(C=O)C. The catalyst is O. The product is [CH3:34][O:31][C:28](=[O:29])[C:4]1[CH:5]=[CH:6][C:7]([CH:10]2[CH2:11][CH2:12][N:13]([C:20]3[CH:27]=[CH:26][C:23]([CH:24]=[O:25])=[CH:22][CH:21]=3)[CH2:14][CH2:15]2)=[CH:8][CH:9]=1. The yield is 0.630. (3) The reactants are O1[C:5]2([CH2:10][CH2:9][CH:8]([N:11]3[C:16](=[O:17])[C:15]([CH2:18][C:19]4[CH:24]=[CH:23][C:22]([C:25]5[C:26]([C:31]#[N:32])=[CH:27][CH:28]=[CH:29][CH:30]=5)=[CH:21][C:20]=4[F:33])=[C:14]([CH2:34][CH2:35][CH3:36])[N:13]4[N:37]=[CH:38][N:39]=[C:12]34)[CH2:7][CH2:6]2)[O:4]CC1.O.C1(C)C=CC(S(O)(=O)=O)=CC=1.CO.O1CCCC1. The catalyst is C(OCC)(=O)C. The product is [F:33][C:20]1[CH:21]=[C:22]([C:25]2[C:26]([C:31]#[N:32])=[CH:27][CH:28]=[CH:29][CH:30]=2)[CH:23]=[CH:24][C:19]=1[CH2:18][C:15]1[C:16](=[O:17])[N:11]([CH:8]2[CH2:7][CH2:6][C:5](=[O:4])[CH2:10][CH2:9]2)[C:12]2[N:13]([N:37]=[CH:38][N:39]=2)[C:14]=1[CH2:34][CH2:35][CH3:36]. The yield is 0.760. (4) The product is [C:49]([O:48][C:45]1[CH:44]=[CH:43][C:42]([CH2:41][C@H:37]([NH:36][C:34](=[O:35])[O:33][CH2:32][CH:30]2[C:31]3[CH:19]=[CH:20][CH:21]=[CH:22][C:23]=3[C:24]3[C:29]2=[CH:28][CH:27]=[CH:26][CH:25]=3)[C:38]([N:5]([CH2:6][CH:7]([O:8][CH2:9][CH3:10])[O:11][CH2:12][CH3:13])[CH2:4][C:3]2[CH:14]=[CH:15][C:16]([F:18])=[CH:17][C:2]=2[F:1])=[O:39])=[CH:47][CH:46]=1)([CH3:52])([CH3:50])[CH3:51]. The reactants are [F:1][C:2]1[CH:17]=[C:16]([F:18])[CH:15]=[CH:14][C:3]=1[CH2:4][NH:5][CH2:6][CH:7]([O:11][CH2:12][CH3:13])[O:8][CH2:9][CH3:10].[CH:19]1[C:31]2[CH:30]([CH2:32][O:33][C:34]([NH:36][C@@H:37]([CH2:41][C:42]3[CH:47]=[CH:46][C:45]([O:48][C:49]([CH3:52])([CH3:51])[CH3:50])=[CH:44][CH:43]=3)[C:38](O)=[O:39])=[O:35])[C:29]3[C:24](=[CH:25][CH:26]=[CH:27][CH:28]=3)[C:23]=2[CH:22]=[CH:21][CH:20]=1. No catalyst specified. The yield is 0.360. (5) The reactants are C(O[C:10]1[CH:19]=[C:18]2[C:13]([CH:14]=[CH:15][C:16]([OH:20])=[CH:17]2)=[CH:12][CH:11]=1)CCCCCCC. The catalyst is C1C2C(=CC=CC=2)C=CC=1O.C(Cl)(Cl)(Cl)Cl. The product is [CH:11]1[CH:12]=[C:13]2[CH:14]=[CH:15][C:16]([OH:20])=[C:17]([C:17]3[C:18]4[C:13](=[CH:12][CH:11]=[CH:10][CH:19]=4)[CH:14]=[CH:15][C:16]=3[OH:20])[C:18]2=[CH:19][CH:10]=1. The yield is 0.990. (6) The yield is 0.700. The product is [C:31]([C:8]1[C:9](=[O:30])[N:10]([CH2:11][C:12]2[CH:17]=[CH:16][C:15]([C:18]3[CH:23]=[CH:22][CH:21]=[CH:20][C:19]=3[C:24]3[NH:28][C:27](=[O:29])[O:26][N:25]=3)=[CH:14][CH:13]=2)[C:5]([CH2:1][CH2:2][CH2:3][CH3:4])=[N:6][C:7]=1[CH3:39])(=[O:38])[C:32]1[CH:37]=[CH:36][CH:35]=[CH:34][CH:33]=1. The reactants are [CH2:1]([C:5]1[N:10]([CH2:11][C:12]2[CH:17]=[CH:16][C:15]([C:18]3[CH:23]=[CH:22][CH:21]=[CH:20][C:19]=3[C:24]3[NH:28][C:27](=[O:29])[O:26][N:25]=3)=[CH:14][CH:13]=2)[C:9](=[O:30])[C:8]([CH:31]([OH:38])[C:32]2[CH:37]=[CH:36][CH:35]=[CH:34][CH:33]=2)=[C:7]([CH3:39])[N:6]=1)[CH2:2][CH2:3][CH3:4].CC(OI1(OC(C)=O)(OC(C)=O)OC(=O)C2C1=CC=CC=2)=O.C(OCC)(=O)C.S([O-])([O-])(=O)=S.[Na+].[Na+]. The catalyst is ClCCl.O. (7) The reactants are I[C:2]1[C:10]2[C:5](=[N:6][CH:7]=[N:8][C:9]=2[NH2:11])[NH:4][N:3]=1.[Cl:12][C:13]1[CH:14]=[C:15](B(O)O)[CH:16]=[C:17]([O:19][CH3:20])[CH:18]=1.C(=O)([O-])[O-].[Na+].[Na+].ClCCl. The catalyst is CN(C=O)C.C(O)C.O. The product is [Cl:12][C:13]1[CH:14]=[C:15]([C:2]2[C:10]3[C:5](=[N:6][CH:7]=[N:8][C:9]=3[NH2:11])[NH:4][N:3]=2)[CH:16]=[C:17]([O:19][CH3:20])[CH:18]=1. The yield is 0.270.